This data is from Full USPTO retrosynthesis dataset with 1.9M reactions from patents (1976-2016). The task is: Predict the reactants needed to synthesize the given product. (1) The reactants are: [CH3:1][N:2]([CH3:21])[CH2:3][CH2:4][CH2:5][NH:6][S:7]([C:10]1[S:19][C:13]2[N:14]=[CH:15][NH:16][C:17](=O)[C:12]=2[C:11]=1[CH3:20])(=[O:9])=[O:8].P(Cl)(Cl)([Cl:24])=O. Given the product [ClH:24].[Cl:24][C:17]1[C:12]2[C:11]([CH3:20])=[C:10]([S:7]([NH:6][CH2:5][CH2:4][CH2:3][N:2]([CH3:21])[CH3:1])(=[O:9])=[O:8])[S:19][C:13]=2[N:14]=[CH:15][N:16]=1, predict the reactants needed to synthesize it. (2) Given the product [CH2:25]([C:22]1[CH:23]=[CH:24][C:19]([CH2:18][N:13]2[CH2:17][CH2:16][CH2:15][CH2:14]2)=[CH:20][CH:21]=1)[CH2:26][C:27]#[CH:3], predict the reactants needed to synthesize it. The reactants are: [N+](=[C:3](P(=O)(OC)OC)C(=O)C)=[N-].[N:13]1([CH2:18][C:19]2[CH:24]=[CH:23][C:22]([CH2:25][CH2:26][CH:27]=O)=[CH:21][CH:20]=2)[CH2:17][CH2:16][CH2:15][CH2:14]1.C([O-])([O-])=O.[K+].[K+]. (3) The reactants are: C([O:8][C:9]1[CH:14]=[CH:13][C:12]([C:15]23[CH2:24][CH2:23][CH2:22][CH2:21][CH:20]=[C:19]2[O:18][C:17]2[CH:25]=[CH:26][CH:27]=[C:28]([F:29])[C:16]3=2)=[CH:11][CH:10]=1)C1C=CC=CC=1. Given the product [F:29][C:28]1[C:16]2[C:15]3([C:12]4[CH:11]=[CH:10][C:9]([OH:8])=[CH:14][CH:13]=4)[CH2:24][CH2:23][CH2:22][CH2:21][CH:20]=[C:19]3[O:18][C:17]=2[CH:25]=[CH:26][CH:27]=1, predict the reactants needed to synthesize it. (4) Given the product [Br:1][C:2]1[CH:3]=[CH:4][C:5]([C:8]([CH3:9])([O:11][CH2:26][O:25][CH2:24][CH2:23][Si:22]([CH3:29])([CH3:28])[CH3:21])[CH3:10])=[N:6][CH:7]=1, predict the reactants needed to synthesize it. The reactants are: [Br:1][C:2]1[CH:3]=[CH:4][C:5]([C:8]([OH:11])([CH3:10])[CH3:9])=[N:6][CH:7]=1.C(N(CC)C(C)C)(C)C.[CH3:21][Si:22]([CH3:29])([CH3:28])[CH2:23][CH2:24][O:25][CH2:26]Cl.